This data is from Catalyst prediction with 721,799 reactions and 888 catalyst types from USPTO. The task is: Predict which catalyst facilitates the given reaction. (1) Reactant: [CH3:1][O:2][C:3]([C:5]1[N:6]=[C:7]([NH:10][C:11](=[O:21])[C@@H:12]([NH2:20])[CH2:13][C:14]2[CH:19]=[CH:18][CH:17]=[CH:16][CH:15]=2)[S:8][CH:9]=1)=[O:4].[C:22]([O:26][C:27]([NH:29][C@H:30]([C:34]1[CH:39]=[CH:38][CH:37]=[CH:36][CH:35]=1)[C:31](O)=[O:32])=[O:28])([CH3:25])([CH3:24])[CH3:23].C(N(C(C)C)CC)(C)C.ON1C2C=CC=CC=2N=N1.N1(OC(N(C)C)=[N+](C)C)C2C=CC=CC=2N=N1. Product: [CH3:1][O:2][C:3]([C:5]1[N:6]=[C:7]([NH:10][C:11](=[O:21])[C@@H:12]([NH:20][C:31](=[O:32])[C@H:30]([NH:29][C:27]([O:26][C:22]([CH3:24])([CH3:23])[CH3:25])=[O:28])[C:34]2[CH:39]=[CH:38][CH:37]=[CH:36][CH:35]=2)[CH2:13][C:14]2[CH:19]=[CH:18][CH:17]=[CH:16][CH:15]=2)[S:8][CH:9]=1)=[O:4]. The catalyst class is: 9. (2) Reactant: [Si:1]([O:8][CH2:9][CH2:10][CH:11]([O:15][C:16]1[CH:17]=[N:18][CH:19]=[C:20](Cl)[CH:21]=1)[C:12]([OH:14])=O)([C:4]([CH3:7])([CH3:6])[CH3:5])([CH3:3])[CH3:2].CN(C(ON1N=NC2C=CC=NC1=2)=[N+](C)C)C.[F:40][P-](F)(F)(F)(F)F.[F:47][C:48]1[CH:53]=[C:52]([C:54]2[CH:59]=[CH:58][N:57]=[C:56]([NH:60][C:61]3[N:62]([CH3:66])[N:63]=[CH:64][CH:65]=3)[N:55]=2)[CH:51]=[C:50]([NH:67][NH2:68])[N:49]=1.CCN(C(C)C)C(C)C. Product: [Si:1]([O:8][CH2:9][CH2:10][CH:11]([O:15][C:16]1[CH:17]=[N:18][CH:19]=[C:20]([F:40])[CH:21]=1)[C:12]([NH:68][NH:67][C:50]1[CH:51]=[C:52]([C:54]2[CH:59]=[CH:58][N:57]=[C:56]([NH:60][C:61]3[N:62]([CH3:66])[N:63]=[CH:64][CH:65]=3)[N:55]=2)[CH:53]=[C:48]([F:47])[N:49]=1)=[O:14])([C:4]([CH3:5])([CH3:6])[CH3:7])([CH3:2])[CH3:3]. The catalyst class is: 18. (3) The catalyst class is: 289. Product: [CH3:25][C:26]1[CH:27]=[CH:28][C:29]([C:42]([NH:1][C:2]2[CH:7]=[CH:6][C:5]([NH:8][CH2:9][CH2:10][C:11]3[N:16]=[C:15]([NH:17][C:18](=[O:24])[O:19][C:20]([CH3:21])([CH3:23])[CH3:22])[CH:14]=[CH:13][CH:12]=3)=[CH:4][CH:3]=2)=[O:43])=[C:30]([C:32]2[CH:37]=[CH:36][C:35]([C:38]([F:39])([F:40])[F:41])=[CH:34][CH:33]=2)[CH:31]=1. Reactant: [NH2:1][C:2]1[CH:7]=[CH:6][C:5]([NH:8][CH2:9][CH2:10][C:11]2[N:16]=[C:15]([NH:17][C:18](=[O:24])[O:19][C:20]([CH3:23])([CH3:22])[CH3:21])[CH:14]=[CH:13][CH:12]=2)=[CH:4][CH:3]=1.[CH3:25][C:26]1[CH:31]=[C:30]([C:32]2[CH:37]=[CH:36][C:35]([C:38]([F:41])([F:40])[F:39])=[CH:34][CH:33]=2)[C:29]([C:42](O)=[O:43])=[CH:28][CH:27]=1.ON1C2C=CC=CC=2N=N1.Cl.CN(C)CCCN=C=NCC. (4) Product: [Br:1][C:2]1[CH:10]=[C:9]2[C:5]([CH:6]=[N:7][N:8]2[S:11]([C:14]2[CH:19]=[CH:18][CH:17]=[CH:16][CH:15]=2)(=[O:13])=[O:12])=[C:4]([C:20]2[O:21][C:22]([CH2:25][N:30]3[CH2:29][C@H:28]([CH3:27])[O:33][C@H:32]([CH3:34])[CH2:31]3)=[N:23][N:24]=2)[CH:3]=1. The catalyst class is: 4. Reactant: [Br:1][C:2]1[CH:10]=[C:9]2[C:5]([CH:6]=[N:7][N:8]2[S:11]([C:14]2[CH:19]=[CH:18][CH:17]=[CH:16][CH:15]=2)(=[O:13])=[O:12])=[C:4]([C:20]2[O:21][C:22]([CH2:25]Cl)=[N:23][N:24]=2)[CH:3]=1.[CH3:27][C@H:28]1[O:33][C@@H:32]([CH3:34])[CH2:31][NH:30][CH2:29]1. (5) The catalyst class is: 20. Product: [ClH:44].[ClH:44].[NH2:37][C@:21]12[CH2:33][CH2:32][C@@H:31]([C:34]([CH3:36])=[CH2:35])[C@@H:22]1[C@@H:23]1[C@@:18]([CH3:40])([CH2:19][CH2:20]2)[C@@:17]2([CH3:41])[C@@H:26]([C@:27]3([CH3:30])[C@@H:14]([CH2:15][CH2:16]2)[C:13]([CH3:42])([CH3:43])[C:12]([C:10]2[CH:9]=[CH:8][C:3]([C:4]([O:6][CH3:7])=[O:5])=[C:2]([F:1])[CH:11]=2)=[CH:29][CH2:28]3)[CH2:25][CH2:24]1. Reactant: [F:1][C:2]1[CH:11]=[C:10]([C:12]2[C:13]([CH3:43])([CH3:42])[C@H:14]3[C@:27]([CH3:30])([CH2:28][CH:29]=2)[C@@H:26]2[C@:17]([CH3:41])([C@@:18]4([CH3:40])[C@H:23]([CH2:24][CH2:25]2)[C@H:22]2[C@H:31]([C:34]([CH3:36])=[CH2:35])[CH2:32][CH2:33][C@:21]2([N:37]=C=O)[CH2:20][CH2:19]4)[CH2:16][CH2:15]3)[CH:9]=[CH:8][C:3]=1[C:4]([O:6][CH3:7])=[O:5].[ClH:44]. (6) Reactant: C([O:8][C:9]1[CH:18]=[C:17]2[C:12]([C:13]([NH:19][C:20]3[CH:21]=[N:22][N:23]([CH2:25][C:26]([NH:28][C:29]4[CH:34]=[CH:33][CH:32]=[C:31]([F:35])[C:30]=4[F:36])=[O:27])[CH:24]=3)=[N:14][CH:15]=[N:16]2)=[CH:11][CH:10]=1)C1C=CC=CC=1. Product: [F:36][C:30]1[C:31]([F:35])=[CH:32][CH:33]=[CH:34][C:29]=1[NH:28][C:26](=[O:27])[CH2:25][N:23]1[CH:24]=[C:20]([NH:19][C:13]2[C:12]3[C:17](=[CH:18][C:9]([OH:8])=[CH:10][CH:11]=3)[N:16]=[CH:15][N:14]=2)[CH:21]=[N:22]1. The catalyst class is: 55. (7) Reactant: [OH:1][CH2:2][CH:3]1[CH2:8][N:7]([C:9]([O:11][C:12]([CH3:15])([CH3:14])[CH3:13])=[O:10])[CH2:6][CH2:5][N:4]1[C:16]([O:18][C:19]([CH3:22])([CH3:21])[CH3:20])=[O:17].[H-].[Na+].I[CH3:26]. Product: [CH3:26][O:1][CH2:2][CH:3]1[CH2:8][N:7]([C:9]([O:11][C:12]([CH3:14])([CH3:15])[CH3:13])=[O:10])[CH2:6][CH2:5][N:4]1[C:16]([O:18][C:19]([CH3:22])([CH3:21])[CH3:20])=[O:17]. The catalyst class is: 3. (8) Product: [CH3:1][N:2]1[CH2:15][CH2:14][C:5]2[N:6]([CH2:22][CH2:21][C:20]3[CH:23]=[CH:24][C:17]([CH3:16])=[CH:18][CH:19]=3)[C:7]3[CH:8]=[CH:9][C:10]([CH3:13])=[CH:11][C:12]=3[C:4]=2[CH2:3]1. Reactant: [CH3:1][N:2]1[CH2:15][CH2:14][C:5]2[NH:6][C:7]3[CH:8]=[CH:9][C:10]([CH3:13])=[CH:11][C:12]=3[C:4]=2[CH2:3]1.[CH3:16][C:17]1[CH:24]=[CH:23][C:20]([CH:21]=[CH2:22])=[CH:19][CH:18]=1.[H-].[Na+].FC(F)(F)C([O-])=O. The catalyst class is: 376. (9) Reactant: [CH2:1]([NH:3][C:4]1[N:9]=[C:8]([C:10]2[CH:11]=[C:12]([CH:16]=[CH:17][C:18]=2[CH3:19])[C:13](O)=[O:14])[CH:7]=[C:6]([N:20]2[CH2:25][CH2:24][O:23][CH2:22][CH2:21]2)[N:5]=1)[CH3:2].C(Cl)CCl.[CH:30]1[CH:31]=[CH:32][C:33]2N(O)N=[N:36][C:34]=2[CH:35]=1.NC1C=CC=CC=1. Product: [CH2:1]([NH:3][C:4]1[N:9]=[C:8]([C:10]2[CH:11]=[C:12]([CH:16]=[CH:17][C:18]=2[CH3:19])[C:13]([NH:36][C:34]2[CH:35]=[CH:30][CH:31]=[CH:32][CH:33]=2)=[O:14])[CH:7]=[C:6]([N:20]2[CH2:21][CH2:22][O:23][CH2:24][CH2:25]2)[N:5]=1)[CH3:2]. The catalyst class is: 3.